This data is from Reaction yield outcomes from USPTO patents with 853,638 reactions. The task is: Predict the reaction yield, written as a fraction of the theoretical maximum amount of product (1.0 means a 100% yield; for example, 0.34 means a 34% yield). (1) The reactants are [OH:1][C:2]([C:15]1[CH:16]2[C:21](=[C:22](C3C=CC=CN=3)[C:23]3[CH:28]=[CH:27][CH:26]=[CH:25][CH:24]=3)[CH:19]([CH:20]=1)[CH:18]1[C:35]([N:37]([CH2:40]COC(=O)C=CC3C=CC(C(C)C)=CC=3)[C:38](=[O:39])[CH:17]21)=[O:36])([C:9]1[CH:14]=[CH:13][CH:12]=[CH:11][N:10]=1)[C:3]1[CH:8]=[CH:7][CH:6]=[CH:5][CH:4]=1.[CH3:56][O:57][C:58]1[CH:68]=[CH:67][C:61]([CH:62]=[CH:63][C:64]([OH:66])=O)=[CH:60][CH:59]=1.[CH2:69]([N:71]=C=NCCCN(C)C)C.C(N(CC)CC)C.CN([C:90]1[CH:95]=[CH:94][CH:93]=[CH:92][N:91]=1)C. The catalyst is ClCCl. The product is [OH:1][C:2]([C:15]1[CH:16]2[C:21](=[C:22]([C:90]3[CH:95]=[CH:94][CH:93]=[CH:92][N:91]=3)[C:23]3[CH:28]=[CH:27][CH:26]=[CH:25][CH:24]=3)[CH:19]([CH:20]=1)[CH:18]1[C:35]([N:37]([CH2:40][CH2:69][NH:71][C:64](=[O:66])[CH:63]=[CH:62][C:61]3[CH:60]=[CH:59][C:58]([O:57][CH3:56])=[CH:68][CH:67]=3)[C:38](=[O:39])[CH:17]21)=[O:36])([C:9]1[CH:14]=[CH:13][CH:12]=[CH:11][N:10]=1)[C:3]1[CH:4]=[CH:5][CH:6]=[CH:7][CH:8]=1. The yield is 0.850. (2) The reactants are [CH3:1][O:2][CH2:3][C:4]#[C:5][C:6]1[CH:24]=[CH:23][C:9]([C:10]([NH:12][CH:13]2[C:18]([CH3:20])([CH3:19])[C@H:17]3[CH2:21][C@:14]2([CH3:22])[CH2:15][CH2:16]3)=[O:11])=[CH:8][C:7]=1[S:25]([N:28]1[CH2:33][CH2:32][O:31][CH2:30][CH2:29]1)(=[O:27])=[O:26]. The catalyst is C(O)C.[Pd]. The product is [CH3:1][O:2][CH2:3][CH2:4][CH2:5][C:6]1[CH:24]=[CH:23][C:9]([C:10]([NH:12][CH:13]2[C:18]([CH3:20])([CH3:19])[C@H:17]3[CH2:21][C@:14]2([CH3:22])[CH2:15][CH2:16]3)=[O:11])=[CH:8][C:7]=1[S:25]([N:28]1[CH2:29][CH2:30][O:31][CH2:32][CH2:33]1)(=[O:27])=[O:26]. The yield is 0.540. (3) The reactants are C([O:8][C:9]1[CH:31]=[CH:30][C:29]([C:32]2[N:33]=[C:34]([CH3:37])[S:35][CH:36]=2)=[CH:28][C:10]=1[C:11]([NH:13][C:14]1[CH:19]=[C:18]([C:20]([F:23])([F:22])[F:21])[CH:17]=[C:16]([C:24]([F:27])([F:26])[F:25])[CH:15]=1)=[O:12])C1C=CC=CC=1. The yield is 0.792. The catalyst is [Pd].C(O)C. The product is [F:27][C:24]([F:25])([F:26])[C:16]1[CH:15]=[C:14]([NH:13][C:11](=[O:12])[C:10]2[CH:28]=[C:29]([C:32]3[N:33]=[C:34]([CH3:37])[S:35][CH:36]=3)[CH:30]=[CH:31][C:9]=2[OH:8])[CH:19]=[C:18]([C:20]([F:21])([F:22])[F:23])[CH:17]=1. (4) The reactants are [N+:1]([C:4]1[CH:9]=[CH:8][C:7]([C:10]([CH3:17])([CH3:16])[C:11]([O:13][CH2:14][CH3:15])=[O:12])=[CH:6][CH:5]=1)([O-])=O.C([O-])=O.[K+]. The catalyst is CCO.O.[Pd]. The product is [NH2:1][C:4]1[CH:5]=[CH:6][C:7]([C:10]([CH3:16])([CH3:17])[C:11]([O:13][CH2:14][CH3:15])=[O:12])=[CH:8][CH:9]=1. The yield is 0.850. (5) The reactants are C(OC(=O)[NH:7][C@H:8]([C:10]1[N:14]([C:15]2[CH:20]=[C:19]([F:21])[CH:18]=[C:17]([F:22])[CH:16]=2)[C:13]2[CH:23]=[C:24]([F:27])[CH:25]=[CH:26][C:12]=2[N:11]=1)[CH3:9])(C)(C)C. The catalyst is C(O)(C(F)(F)F)=O.C(Cl)Cl. The product is [F:22][C:17]1[CH:16]=[C:15]([N:14]2[C:13]3[CH:23]=[C:24]([F:27])[CH:25]=[CH:26][C:12]=3[N:11]=[C:10]2[C@@H:8]([NH2:7])[CH3:9])[CH:20]=[C:19]([F:21])[CH:18]=1. The yield is 0.990.